This data is from Forward reaction prediction with 1.9M reactions from USPTO patents (1976-2016). The task is: Predict the product of the given reaction. Given the reactants [OH:1][C:2]1[CH:22]=[CH:21][C:5]2[C:6](=[O:20])/[C:7](=[CH:9]/[C:10]3[C:18]4[C:13](=[CH:14][CH:15]=[C:16]([CH3:19])[CH:17]=4)[NH:12][CH:11]=3)/[O:8][C:4]=2[C:3]=1[CH2:23][N:24]1[CH2:29][CH2:28][N:27](C(OC(C)(C)C)=O)[CH2:26][CH2:25]1.[ClH:37], predict the reaction product. The product is: [ClH:37].[ClH:37].[OH:1][C:2]1[CH:22]=[CH:21][C:5]2[C:6](=[O:20])/[C:7](=[CH:9]/[C:10]3[C:18]4[C:13](=[CH:14][CH:15]=[C:16]([CH3:19])[CH:17]=4)[NH:12][CH:11]=3)/[O:8][C:4]=2[C:3]=1[CH2:23][N:24]1[CH2:29][CH2:28][NH:27][CH2:26][CH2:25]1.